From a dataset of NCI-60 drug combinations with 297,098 pairs across 59 cell lines. Regression. Given two drug SMILES strings and cell line genomic features, predict the synergy score measuring deviation from expected non-interaction effect. (1) Drug 1: C1=CC(=CC=C1CCCC(=O)O)N(CCCl)CCCl. Drug 2: C1=NNC2=C1C(=O)NC=N2. Cell line: UACC-257. Synergy scores: CSS=-4.98, Synergy_ZIP=-3.68, Synergy_Bliss=-12.2, Synergy_Loewe=-15.6, Synergy_HSA=-12.6. (2) Drug 1: CS(=O)(=O)C1=CC(=C(C=C1)C(=O)NC2=CC(=C(C=C2)Cl)C3=CC=CC=N3)Cl. Drug 2: CC1=C(N=C(N=C1N)C(CC(=O)N)NCC(C(=O)N)N)C(=O)NC(C(C2=CN=CN2)OC3C(C(C(C(O3)CO)O)O)OC4C(C(C(C(O4)CO)O)OC(=O)N)O)C(=O)NC(C)C(C(C)C(=O)NC(C(C)O)C(=O)NCCC5=NC(=CS5)C6=NC(=CS6)C(=O)NCCC[S+](C)C)O. Cell line: A549. Synergy scores: CSS=4.54, Synergy_ZIP=-7.59, Synergy_Bliss=-12.1, Synergy_Loewe=-12.3, Synergy_HSA=-10.5. (3) Drug 1: CCC1(CC2CC(C3=C(CCN(C2)C1)C4=CC=CC=C4N3)(C5=C(C=C6C(=C5)C78CCN9C7C(C=CC9)(C(C(C8N6C)(C(=O)OC)O)OC(=O)C)CC)OC)C(=O)OC)O.OS(=O)(=O)O. Drug 2: CC(C)(C#N)C1=CC(=CC(=C1)CN2C=NC=N2)C(C)(C)C#N. Cell line: MDA-MB-231. Synergy scores: CSS=1.90, Synergy_ZIP=-4.49, Synergy_Bliss=-7.03, Synergy_Loewe=-7.74, Synergy_HSA=-6.93. (4) Drug 1: CC(C1=C(C=CC(=C1Cl)F)Cl)OC2=C(N=CC(=C2)C3=CN(N=C3)C4CCNCC4)N. Drug 2: CC12CCC(CC1=CCC3C2CCC4(C3CC=C4C5=CN=CC=C5)C)O. Cell line: BT-549. Synergy scores: CSS=-0.341, Synergy_ZIP=3.95, Synergy_Bliss=7.48, Synergy_Loewe=2.45, Synergy_HSA=3.21. (5) Drug 1: C1=NC2=C(N=C(N=C2N1C3C(C(C(O3)CO)O)F)Cl)N. Drug 2: CCC1(C2=C(COC1=O)C(=O)N3CC4=CC5=C(C=CC(=C5CN(C)C)O)N=C4C3=C2)O.Cl. Cell line: HCT-15. Synergy scores: CSS=33.3, Synergy_ZIP=8.68, Synergy_Bliss=15.7, Synergy_Loewe=5.92, Synergy_HSA=9.23. (6) Drug 1: C1CCC(CC1)NC(=O)N(CCCl)N=O. Drug 2: CCC1=C2CN3C(=CC4=C(C3=O)COC(=O)C4(CC)O)C2=NC5=C1C=C(C=C5)O. Cell line: NCI-H460. Synergy scores: CSS=24.6, Synergy_ZIP=-4.76, Synergy_Bliss=-2.46, Synergy_Loewe=-11.1, Synergy_HSA=-1.23. (7) Drug 2: CC1CCCC2(C(O2)CC(NC(=O)CC(C(C(=O)C(C1O)C)(C)C)O)C(=CC3=CSC(=N3)C)C)C. Synergy scores: CSS=39.2, Synergy_ZIP=-4.32, Synergy_Bliss=-4.08, Synergy_Loewe=-4.50, Synergy_HSA=0.220. Cell line: T-47D. Drug 1: CCC1(CC2CC(C3=C(CCN(C2)C1)C4=CC=CC=C4N3)(C5=C(C=C6C(=C5)C78CCN9C7C(C=CC9)(C(C(C8N6C=O)(C(=O)OC)O)OC(=O)C)CC)OC)C(=O)OC)O.OS(=O)(=O)O.